This data is from Reaction yield outcomes from USPTO patents with 853,638 reactions. The task is: Predict the reaction yield, written as a fraction of the theoretical maximum amount of product (1.0 means a 100% yield; for example, 0.34 means a 34% yield). (1) The reactants are Cl[C:2]1[C:11]2[C:6](=[CH:7][C:8]([C:12]([F:15])([F:14])[F:13])=[CH:9][CH:10]=2)[N:5]=[C:4]([C:16]([C:18]2[CH:23]=[CH:22][C:21]([F:24])=[CH:20][CH:19]=2)=[O:17])[N:3]=1.CCN(C(C)C)C(C)C.[CH3:34][C:35]1[NH:39][N:38]=[C:37]([NH2:40])[CH:36]=1.[I-].[K+]. The catalyst is CN(C=O)C.O. The product is [F:24][C:21]1[CH:22]=[CH:23][C:18]([C:16]([C:4]2[N:3]=[C:2]([NH:40][C:37]3[CH:36]=[C:35]([CH3:34])[NH:39][N:38]=3)[C:11]3[C:6](=[CH:7][C:8]([C:12]([F:13])([F:14])[F:15])=[CH:9][CH:10]=3)[N:5]=2)=[O:17])=[CH:19][CH:20]=1. The yield is 0.160. (2) The reactants are [C:1]1([CH:7]([NH2:14])[C:8]2[CH:13]=[CH:12][CH:11]=[CH:10][CH:9]=2)[CH:6]=[CH:5][CH:4]=[CH:3][CH:2]=1.[CH2:15]([CH:17]1[O:19][CH2:18]1)[Cl:16]. No catalyst specified. The product is [ClH:16].[C:1]1([CH:7]([C:8]2[CH:9]=[CH:10][CH:11]=[CH:12][CH:13]=2)[N:14]2[CH2:18][CH:17]([OH:19])[CH2:15]2)[CH:6]=[CH:5][CH:4]=[CH:3][CH:2]=1. The yield is 0.510. (3) The reactants are Cl.[C:2]1([CH3:10])[CH:7]=[CH:6][CH:5]=[CH:4][C:3]=1[NH:8][NH2:9].C(Cl)(Cl)(Cl)Cl.C(O[C:19](=[N:21][C:22]([C:24]1[CH:33]=[CH:32][C:31]2[C:26](=[CH:27][CH:28]=[CH:29][CH:30]=2)[CH:25]=1)=O)[CH3:20])C. The catalyst is O. The product is [CH3:10][C:2]1[CH:7]=[CH:6][CH:5]=[CH:4][C:3]=1[N:8]1[C:22]([C:24]2[CH:33]=[CH:32][C:31]3[C:26](=[CH:27][CH:28]=[CH:29][CH:30]=3)[CH:25]=2)=[N:21][C:19]([CH3:20])=[N:9]1. The yield is 0.590. (4) The product is [F:10][C:11]1[CH:17]=[CH:16][CH:15]=[C:14]([F:18])[C:12]=1[N+:13]([O-:6])=[O:5]. The catalyst is C(O)(=O)C. The reactants are B1([O-])OO1.[OH2:5].[OH2:6].O.O.[Na+].[F:10][C:11]1[CH:17]=[CH:16][CH:15]=[C:14]([F:18])[C:12]=1[NH2:13].O. The yield is 0.520. (5) The reactants are [CH3:1][CH:2]([CH3:30])[C:3]([C:18]1[CH:27]=[CH:26][C:25]2[C:20](=[CH:21][CH:22]=[C:23]([S:28][CH3:29])[CH:24]=2)[N:19]=1)([C:5]1[N:9](COCC[Si](C)(C)C)[N:8]=[N:7][CH:6]=1)[OH:4].[F-].[Cs+].CCCC[N+](CCCC)(CCCC)CCCC.[F-]. The catalyst is C1COCC1. The product is [CH3:1][CH:2]([CH3:30])[C:3]([C:18]1[CH:27]=[CH:26][C:25]2[C:20](=[CH:21][CH:22]=[C:23]([S:28][CH3:29])[CH:24]=2)[N:19]=1)([C:5]1[N:9]=[N:8][NH:7][CH:6]=1)[OH:4]. The yield is 0.0990. (6) The reactants are [Br:1][C:2]1[CH:3]=[C:4]([C:8]2[N:9]=[C:10]3[CH:15]=[C:14]([CH3:16])[C:13]([C:17](=[O:22])[C:18]([O:20][CH3:21])=[O:19])=[C:12](Cl)[N:11]3[CH:24]=2)[CH:5]=[CH:6][CH:7]=1.C(C1(C)CCN([C:35]2[N:40]3C=C(C(OCC)=O)N=[C:39]3[CH:38]=[C:37]([CH3:49])[C:36]=2C(=O)C(OC)=O)CC1)CC=C. No catalyst specified. The product is [CH2:18]([O:19][C:37]1([CH3:49])[CH2:36][CH2:35][N:40]([C:12]2[N:11]3[CH:24]=[C:8]([C:4]4[CH:5]=[CH:6][CH:7]=[C:2]([Br:1])[CH:3]=4)[N:9]=[C:10]3[CH:15]=[C:14]([CH3:16])[C:13]=2[C:17](=[O:22])[C:18]([O:20][CH3:21])=[O:19])[CH2:39][CH2:38]1)[CH:17]=[CH2:13]. The yield is 0.770. (7) The reactants are [H-].[Na+].CN(C=O)C.[CH3:8][O:9][C:10]1[CH:19]=[CH:18][C:17]([C:20]2[CH:25]=[CH:24][CH:23]=[CH:22][CH:21]=2)=[C:16]2[C:11]=1[CH2:12][CH2:13][C:14](=[O:26])[NH:15]2.Br[CH2:28][C:29]1[CH:34]=[CH:33][C:32]([C:35]2[CH:40]=[CH:39][CH:38]=[CH:37][CH:36]=2)=[CH:31][CH:30]=1. The catalyst is C(OCC)(=O)C.O. The product is [C:32]1([C:35]2[CH:36]=[CH:37][CH:38]=[CH:39][CH:40]=2)[CH:31]=[CH:30][C:29]([CH2:28][N:15]2[C:16]3[C:11](=[C:10]([O:9][CH3:8])[CH:19]=[CH:18][C:17]=3[C:20]3[CH:25]=[CH:24][CH:23]=[CH:22][CH:21]=3)[CH2:12][CH2:13][C:14]2=[O:26])=[CH:34][CH:33]=1. The yield is 0.820. (8) The reactants are [H-].[Na+].CN(C=O)C.[CH3:8][O:9][C:10]1[C:19]2[NH:18][C:17](=[O:20])[CH2:16][CH2:15][C:14]=2[C:13]([CH:21]=[O:22])=[CH:12][CH:11]=1.[CH3:23][O:24][C:25]([C:27]1[CH:32]=[CH:31][C:30]([CH2:33]Br)=[CH:29][CH:28]=1)=[O:26]. The catalyst is C(OCC)(=O)C.O. The product is [C:25]([C:27]1[CH:32]=[CH:31][C:30]([CH2:33][N:18]2[C:19]3[C:10]([O:9][CH3:8])=[CH:11][CH:12]=[C:13]([CH:21]=[O:22])[C:14]=3[CH2:15][CH2:16][C:17]2=[O:20])=[CH:29][CH:28]=1)([O:24][CH3:23])=[O:26]. The yield is 0.620.